Dataset: Forward reaction prediction with 1.9M reactions from USPTO patents (1976-2016). Task: Predict the product of the given reaction. The product is: [C:1]([O:9][CH2:10][C@@H:11]1[C:15]([O:17][C:18](=[O:20])[CH3:19])([CH3:16])[C@:14]([F:22])([CH3:21])[CH:13]([N:23]2[CH:31]=[N:30][C:29]3[C:24]2=[N:25][CH:26]=[N:27][C:28]=3[NH:38][CH2:37][C:36]2[CH:39]=[CH:40][CH:41]=[CH:42][C:35]=2[O:34][CH3:33])[O:12]1)(=[O:8])[C:2]1[CH:7]=[CH:6][CH:5]=[CH:4][CH:3]=1. Given the reactants [C:1]([O:9][CH2:10][C@@H:11]1[C:15]([O:17][C:18](=[O:20])[CH3:19])([CH3:16])[C@:14]([F:22])([CH3:21])[CH:13]([N:23]2[CH:31]=[N:30][C:29]3[C:24]2=[N:25][CH:26]=[N:27][C:28]=3Cl)[O:12]1)(=[O:8])[C:2]1[CH:7]=[CH:6][CH:5]=[CH:4][CH:3]=1.[CH3:33][O:34][C:35]1[CH:42]=[CH:41][CH:40]=[CH:39][C:36]=1[CH2:37][NH2:38].O, predict the reaction product.